Dataset: Forward reaction prediction with 1.9M reactions from USPTO patents (1976-2016). Task: Predict the product of the given reaction. The product is: [N:5]1[CH:6]=[CH:7][C:2]([C:1]2[N:9]=[C:12]([OH:11])[C:14]3[CH2:15][S:16][CH2:17][C:18]=3[N:8]=2)=[CH:3][CH:4]=1. Given the reactants [C:1]([NH2:9])(=[NH:8])[C:2]1[CH:7]=[CH:6][N:5]=[CH:4][CH:3]=1.C[O:11][C:12]([CH:14]1[C:18](=O)[CH2:17][S:16][CH2:15]1)=O.C(N(C(C)C)CC)(C)C, predict the reaction product.